Dataset: Reaction yield outcomes from USPTO patents with 853,638 reactions. Task: Predict the reaction yield, written as a fraction of the theoretical maximum amount of product (1.0 means a 100% yield; for example, 0.34 means a 34% yield). (1) The yield is 0.400. The catalyst is C(#N)C. The product is [CH3:1][O:2][C:3](=[O:27])[CH2:4][C:5]1[CH:10]=[CH:9][CH:8]=[C:7]([O:11][CH2:12][CH2:13][C@H:14]([NH:36][CH2:35][C@H:34]([C:28]2[CH:33]=[CH:32][CH:31]=[CH:30][CH:29]=2)[CH3:37])[CH3:15])[CH:6]=1. The reactants are [CH3:1][O:2][C:3](=[O:27])[CH2:4][C:5]1[CH:10]=[CH:9][CH:8]=[C:7]([O:11][CH2:12][CH2:13][C@@H:14](OS(C2C=CC(C)=CC=2)(=O)=O)[CH3:15])[CH:6]=1.[C:28]1([C@H:34]([CH3:37])[CH2:35][NH2:36])[CH:33]=[CH:32][CH:31]=[CH:30][CH:29]=1.C(=O)([O-])[O-].[K+].[K+]. (2) The reactants are [CH2:1]([O:3][C:4]1([C:7]2[CH:12]=[CH:11][C:10]([C:13]#[CH:14])=[CH:9][C:8]=2[CH:15]([CH3:17])[CH3:16])[CH2:6][CH2:5]1)[CH3:2].[CH2:18]([O:20][C:21](=[O:29])[C:22]1[CH:27]=[CH:26][C:25](I)=[CH:24][CH:23]=1)[CH3:19]. The catalyst is C(N(CC)CC)C.[Cu]I.Cl[Pd](Cl)([P](C1C=CC=CC=1)(C1C=CC=CC=1)C1C=CC=CC=1)[P](C1C=CC=CC=1)(C1C=CC=CC=1)C1C=CC=CC=1. The product is [CH2:1]([O:3][C:4]1([C:7]2[CH:12]=[CH:11][C:10]([C:13]#[C:14][C:25]3[CH:26]=[CH:27][C:22]([C:21]([O:20][CH2:18][CH3:19])=[O:29])=[CH:23][CH:24]=3)=[CH:9][C:8]=2[CH:15]([CH3:16])[CH3:17])[CH2:6][CH2:5]1)[CH3:2]. The yield is 0.340. (3) The reactants are [Br:1][C:2]1[C:11]2[C:6](=[CH:7][CH:8]=[CH:9][CH:10]=2)[C:5](=[O:12])[N:4]([C:13]2[CH:21]=[CH:20][C:16]([C:17](O)=[O:18])=[CH:15][CH:14]=2)[N:3]=1.[C:22](N1C=CN=C1)([N:24]1C=CN=C1)=O.CN. The catalyst is CN(C=O)C.C1COCC1. The product is [Br:1][C:2]1[C:11]2[C:6](=[CH:7][CH:8]=[CH:9][CH:10]=2)[C:5](=[O:12])[N:4]([C:13]2[CH:21]=[CH:20][C:16]([C:17]([NH:24][CH3:22])=[O:18])=[CH:15][CH:14]=2)[N:3]=1. The yield is 0.770. (4) The reactants are [Cl:1][C:2]1[CH:3]=[N:4][CH:5]=[C:6]([Cl:10])[C:7]=1[CH2:8]O.[Br:11]P(Br)Br. The catalyst is ClCCl. The product is [BrH:11].[Br:11][CH2:8][C:7]1[C:2]([Cl:1])=[CH:3][N:4]=[CH:5][C:6]=1[Cl:10]. The yield is 0.980. (5) The reactants are [NH2:1][C:2]1[CH:3]=[C:4]([C:8]2[CH:13]=[C:12]([C:14]3[CH:19]=[CH:18][C:17]([CH3:20])=[CH:16][C:15]=3[O:21][CH2:22][O:23][CH2:24][CH3:25])[N:11]=[C:10]([NH:26][C:27]([C:29]3[S:30][CH:31]=[CH:32][CH:33]=3)=[O:28])[C:9]=2[C:34]#[N:35])[CH:5]=[CH:6][CH:7]=1.[C:36]([NH:43][CH2:44][CH2:45][C:46](O)=[O:47])([O:38][C:39]([CH3:42])([CH3:41])[CH3:40])=[O:37].C1C=CC2N(O)N=NC=2C=1. The catalyst is CN(C=O)C.C(=O)([O-])O.[Na+]. The product is [C:39]([O:38][C:36](=[O:37])[NH:43][CH2:44][CH2:45][C:46]([NH:1][C:2]1[CH:7]=[CH:6][CH:5]=[C:4]([C:8]2[CH:13]=[C:12]([C:14]3[CH:19]=[CH:18][C:17]([CH3:20])=[CH:16][C:15]=3[O:21][CH2:22][O:23][CH2:24][CH3:25])[N:11]=[C:10]([NH:26][C:27]([C:29]3[S:30][CH:31]=[CH:32][CH:33]=3)=[O:28])[C:9]=2[C:34]#[N:35])[CH:3]=1)=[O:47])([CH3:42])([CH3:40])[CH3:41]. The yield is 0.290. (6) The catalyst is ClCCl. The yield is 0.730. The reactants are [F:1][C:2]1[CH:10]=[C:9]2[C:5]([C:6]([NH2:11])=[N:7][NH:8]2)=[CH:4][CH:3]=1.[C:12](N1C=CC=CC1=O)(N1C=CC=CC1=O)=[S:13]. The product is [F:1][C:2]1[CH:10]=[C:9]2[C:5]([C:6]([N:11]=[C:12]=[S:13])=[N:7][NH:8]2)=[CH:4][CH:3]=1. (7) The product is [C:23]([O:29][C:30]1[C:31]([CH3:40])=[C:32]2[N:37]([CH:38]=1)[N:36]=[CH:35][N:34]=[C:33]2[O:8][C:7]1[CH:6]=[CH:5][C:4]([NH:9][C:10]([NH:12][C:13](=[O:22])[CH2:14][C:15]2[CH:16]=[CH:17][C:18]([F:21])=[CH:19][CH:20]=2)=[S:11])=[CH:3][C:2]=1[F:1])(=[O:28])[C:24]([CH3:27])([CH3:26])[CH3:25]. The yield is 0.860. The catalyst is CC#N. The reactants are [F:1][C:2]1[CH:3]=[C:4]([NH:9][C:10]([NH:12][C:13](=[O:22])[CH2:14][C:15]2[CH:20]=[CH:19][C:18]([F:21])=[CH:17][CH:16]=2)=[S:11])[CH:5]=[CH:6][C:7]=1[OH:8].[C:23]([O:29][C:30]1[C:31]([CH3:40])=[C:32]2[N:37]([CH:38]=1)[N:36]=[CH:35][N:34]=[C:33]2Cl)(=[O:28])[C:24]([CH3:27])([CH3:26])[CH3:25].N12CCN(CC1)CC2.